This data is from Forward reaction prediction with 1.9M reactions from USPTO patents (1976-2016). The task is: Predict the product of the given reaction. The product is: [CH2:1]([O:8][C:14](=[O:15])[C:13]1[CH:17]=[CH:18][C:10]([F:9])=[CH:11][CH:12]=1)[C:2]1[CH:7]=[CH:6][CH:5]=[CH:4][CH:3]=1. Given the reactants [CH2:1]([OH:8])[C:2]1[CH:7]=[CH:6][CH:5]=[CH:4][CH:3]=1.[F:9][C:10]1[CH:18]=[CH:17][C:13]([C:14](O)=[O:15])=[CH:12][CH:11]=1.C1(N=C=NC2CCCCC2)CCCCC1.C(OC(=O)C1C=CC=CC=1F)C1C=CC=CC=1, predict the reaction product.